Dataset: Peptide-MHC class I binding affinity with 185,985 pairs from IEDB/IMGT. Task: Regression. Given a peptide amino acid sequence and an MHC pseudo amino acid sequence, predict their binding affinity value. This is MHC class I binding data. (1) The peptide sequence is EYYFRNEVF. The MHC is HLA-B18:01 with pseudo-sequence HLA-B18:01. The binding affinity (normalized) is 0.808. (2) The peptide sequence is DAAVVFPPV. The MHC is HLA-A02:03 with pseudo-sequence HLA-A02:03. The binding affinity (normalized) is 0.0847. (3) The peptide sequence is YLIPSVTSL. The MHC is HLA-B57:01 with pseudo-sequence HLA-B57:01. The binding affinity (normalized) is 0.0847.